Dataset: Retrosynthesis with 50K atom-mapped reactions and 10 reaction types from USPTO. Task: Predict the reactants needed to synthesize the given product. (1) Given the product Cc1cc(-c2ccc(C(F)(F)F)cc2)cc(-c2nc(Br)cs2)n1, predict the reactants needed to synthesize it. The reactants are: Brc1csc(Br)n1.Cc1cc(-c2ccc(C(F)(F)F)cc2)cc(I)n1. (2) Given the product CCn1cc(C2(c3cccc(-c4cncnc4)c3)N=C(N)c3c(F)cccc32)cc(C)c1=O, predict the reactants needed to synthesize it. The reactants are: CCn1cc(C2(c3cccc(Br)c3)N=C(N)c3c(F)cccc32)cc(C)c1=O.OB(O)c1cncnc1. (3) Given the product Cc1cc(C(=O)N[C@@H](CCCCNC(N)=O)c2nc3cc(Cl)ccc3[nH]2)ccc1C(=O)N1CCCC1, predict the reactants needed to synthesize it. The reactants are: Cc1cc(C(=O)O)ccc1C(=O)N1CCCC1.NC(=O)NCCCC[C@H](N)c1nc2cc(Cl)ccc2[nH]1. (4) Given the product c1ccc(Nc2ccc(Oc3ncccc3C3CCCO3)cc2)nc1, predict the reactants needed to synthesize it. The reactants are: C1=COC(c2cccnc2Oc2ccc(Nc3ccccn3)cc2)C1. (5) Given the product CCc1cc(C(=O)OC)ccc1S(=O)(=O)N(Cc1ccc2c(cnn2C)c1)c1ncc(Cl)cc1Cl, predict the reactants needed to synthesize it. The reactants are: CCc1cc(C(=O)OC)ccc1S(=O)(=O)NCc1ccc2c(cnn2C)c1.Fc1ncc(Cl)cc1Cl.